From a dataset of Reaction yield outcomes from USPTO patents with 853,638 reactions. Predict the reaction yield, written as a fraction of the theoretical maximum amount of product (1.0 means a 100% yield; for example, 0.34 means a 34% yield). (1) The reactants are [CH3:1][C:2]1([CH3:12])[NH:7][CH2:6][C:5]2C=CC=C[C:4]=2O1.[CH2:13]1[CH2:17][O:16][CH2:15][CH2:14]1. No catalyst specified. The product is [CH:2]([NH:7][C:6]1[CH:5]=[CH:4][CH:15]=[CH:14][C:13]=1[CH2:17][OH:16])([CH3:12])[CH3:1]. The yield is 0.950. (2) The reactants are [C:1]1([NH2:12])[C:6](F)=[C:5](F)[C:4](F)=[C:3](N)C=1F.Cl.Cl.C([N:17]([CH2:20][CH3:21])CC)C.[CH3:22][C:23]([N:31]=[C:32]=[O:33])([CH3:30])[C:24]1[CH:29]=[CH:28][CH:27]=[CH:26][CH:25]=1.[CH2:34]1[CH2:38]OC[CH2:35]1. No catalyst specified. The product is [N:12]12[CH2:3][CH2:4][CH:5]([CH2:6][CH2:1]1)[C@H:20]([NH:17][C:32]([NH:31][C:23]([C:24]1[CH:29]=[CH:28][CH:27]=[C:26]([C:34]([CH3:38])=[CH2:35])[CH:25]=1)([CH3:22])[CH3:30])=[O:33])[CH2:21]2. The yield is 0.470. (3) The product is [CH2:11]([S:8]([C:5]1[CH:6]=[CH:7][C:2]([B:15]2[O:19][C:18]([CH3:21])([CH3:20])[C:17]([CH3:23])([CH3:22])[O:16]2)=[C:3]([O:13][CH3:14])[CH:4]=1)(=[O:10])=[O:9])[CH3:12]. The catalyst is O1CCOCC1.C1(P([C-]2C=CC=C2)C2C=CC=CC=2)C=CC=CC=1.[C-]1(P(C2C=CC=CC=2)C2C=CC=CC=2)C=CC=C1.[Fe+2].Cl[Pd]Cl. The yield is 0.420. The reactants are Br[C:2]1[CH:7]=[CH:6][C:5]([S:8]([CH2:11][CH3:12])(=[O:10])=[O:9])=[CH:4][C:3]=1[O:13][CH3:14].[B:15]1([B:15]2[O:19][C:18]([CH3:21])([CH3:20])[C:17]([CH3:23])([CH3:22])[O:16]2)[O:19][C:18]([CH3:21])([CH3:20])[C:17]([CH3:23])([CH3:22])[O:16]1.C([O-])(=O)C.[K+].